Dataset: Full USPTO retrosynthesis dataset with 1.9M reactions from patents (1976-2016). Task: Predict the reactants needed to synthesize the given product. (1) Given the product [O-:25][N+:14]1[C:15]2[CH:24]=[C:23]3[C:19](=[CH:18][C:16]=2[N+:17]([O-:28])=[C:12]([NH:11][CH2:10][CH2:9][CH2:8][N:7]([CH2:6][CH2:5][O:4][CH3:3])[CH3:26])[N:13]=1)[CH2:20][CH2:21][CH2:22]3, predict the reactants needed to synthesize it. The reactants are: OO.[CH3:3][O:4][CH2:5][CH2:6][N:7]([CH3:26])[CH2:8][CH2:9][CH2:10][NH:11][C:12]1[N:13]=[N+:14]([O-:25])[C:15]2[CH:24]=[C:23]3[C:19]([CH2:20][CH2:21][CH2:22]3)=[CH:18][C:16]=2[N:17]=1.C(O)(C(F)(F)F)=[O:28].N. (2) Given the product [NH:13]([C:20]1[C:25]([Br:26])=[CH:24][N:23]=[C:22]([NH:27][C:28]2[CH:29]=[CH:30][C:31]([CH2:34][O:35][CH2:2][CH2:1][N:3]([CH2:6][CH3:7])[CH2:4][CH3:5])=[CH:32][CH:33]=2)[N:21]=1)[C:14]1[CH:19]=[CH:18][CH:17]=[CH:16][CH:15]=1, predict the reactants needed to synthesize it. The reactants are: [CH2:1]([N:3]([CH2:6][CH3:7])[CH2:4][CH3:5])[CH3:2].CS(Cl)(=O)=O.[NH:13]([C:20]1[C:25]([Br:26])=[CH:24][N:23]=[C:22]([NH:27][C:28]2[CH:33]=[CH:32][C:31]([CH2:34][O:35]CCO)=[CH:30][CH:29]=2)[N:21]=1)[C:14]1[CH:19]=[CH:18][CH:17]=[CH:16][CH:15]=1.C(NCC)C. (3) Given the product [Cl:56][C:23]1[C:24]([O:54][CH3:55])=[CH:25][CH:26]=[C:27]2[C:22]=1[N:21]=[C:20]([C:17]1[S:18][CH:19]=[C:15]([CH:12]([CH3:14])[CH3:13])[N:16]=1)[CH:29]=[C:28]2[O:30][CH2:31][CH2:32][C@@H:33]1[NH:47][C:46](=[O:48])[N:45]([CH3:49])[CH2:44][CH2:43][CH2:42][CH2:41][CH:40]=[CH:39][C@H:38]2[C@@:36]([C:50]([NH:10][S:7]([N:4]3[CH2:5][CH2:6][C:2]([F:1])([F:11])[CH2:3]3)(=[O:9])=[O:8])=[O:51])([CH2:37]2)[NH:35][C:34]1=[O:53], predict the reactants needed to synthesize it. The reactants are: [F:1][C:2]1([F:11])[CH2:6][CH2:5][N:4]([S:7]([NH2:10])(=[O:9])=[O:8])[CH2:3]1.[CH:12]([C:15]1[N:16]=[C:17]([C:20]2[CH:29]=[C:28]([O:30][CH2:31][CH2:32][C@@H:33]3[NH:47][C:46](=[O:48])[N:45]([CH3:49])[CH2:44][CH2:43][CH2:42][CH2:41][CH:40]=[CH:39][C@H:38]4[C@@:36]([C:50](O)=[O:51])([CH2:37]4)[NH:35][C:34]3=[O:53])[C:27]3[C:22](=[C:23]([Cl:56])[C:24]([O:54][CH3:55])=[CH:25][CH:26]=3)[N:21]=2)[S:18][CH:19]=1)([CH3:14])[CH3:13]. (4) The reactants are: [C:1]([O:5][C:6](=[O:24])[NH:7][C@H:8]([CH2:14][C:15]1[CH:20]=[C:19]([F:21])[C:18]([F:22])=[CH:17][C:16]=1[F:23])[CH2:9][C:10]([NH:12][NH2:13])=O)([CH3:4])([CH3:3])[CH3:2].[F:25][C:26]([F:38])([F:37])[C:27]1[N:28]=[C:29]2[C:34](=S)[NH:33][CH2:32][CH2:31][N:30]2[CH:36]=1. Given the product [C:1]([O:5][C:6](=[O:24])[NH:7][C@H:8]([CH2:14][C:15]1[CH:20]=[C:19]([F:21])[C:18]([F:22])=[CH:17][C:16]=1[F:23])[CH2:9][C:10]1[N:33]2[C:34]([C:29]3[N:30]([CH:36]=[C:27]([C:26]([F:38])([F:25])[F:37])[N:28]=3)[CH2:31][CH2:32]2)=[N:13][N:12]=1)([CH3:4])([CH3:3])[CH3:2], predict the reactants needed to synthesize it. (5) The reactants are: Cl[C:2]1[N:7]=[CH:6][N:5]=[C:4]([O:8][C:9]2[CH:35]=[CH:34][CH:33]=[CH:32][C:10]=2[CH2:11][NH:12][C:13]([NH:15][C:16]2[N:20]([C:21]3[CH:26]=[CH:25][C:24]([CH3:27])=[CH:23][CH:22]=3)[N:19]=[C:18]([C:28]([CH3:31])([CH3:30])[CH3:29])[CH:17]=2)=[O:14])[CH:3]=1.[NH2:36][CH2:37][CH2:38][CH2:39][N:40]1[CH2:44][CH2:43][CH2:42][C:41]1=[O:45].C(N(CC)C(C)C)(C)C.C(=O)(O)[O-].[Na+]. Given the product [C:28]([C:18]1[CH:17]=[C:16]([NH:15][C:13]([NH:12][CH2:11][C:10]2[CH:32]=[CH:33][CH:34]=[CH:35][C:9]=2[O:8][C:4]2[CH:3]=[C:2]([NH:36][CH2:37][CH2:38][CH2:39][N:40]3[CH2:44][CH2:43][CH2:42][C:41]3=[O:45])[N:7]=[CH:6][N:5]=2)=[O:14])[N:20]([C:21]2[CH:26]=[CH:25][C:24]([CH3:27])=[CH:23][CH:22]=2)[N:19]=1)([CH3:31])([CH3:30])[CH3:29], predict the reactants needed to synthesize it. (6) The reactants are: C([O:4][CH2:5][CH2:6][O:7][C:8]1[CH:38]=[CH:37][C:11]([C:12]([N:14]2[C:20]3[CH:21]=[CH:22][CH:23]=[CH:24][C:19]=3[CH2:18][N:17]([CH2:25][C:26]([O:28]CC3C=CC=CC=3)=O)[C:16](=[O:36])[CH2:15]2)=[O:13])=[C:10]([Cl:39])[CH:9]=1)(=O)C.O.[NH2:41][NH2:42].ClCCl. Given the product [Cl:39][C:10]1[CH:9]=[C:8]([O:7][CH2:6][CH2:5][OH:4])[CH:38]=[CH:37][C:11]=1[C:12]([N:14]1[C:20]2[CH:21]=[CH:22][CH:23]=[CH:24][C:19]=2[CH2:18][N:17]([CH2:25][C:26]([NH:41][NH2:42])=[O:28])[C:16](=[O:36])[CH2:15]1)=[O:13], predict the reactants needed to synthesize it. (7) Given the product [Cl:18][C:15]1[CH:14]=[CH:13][C:12]([C:11]2[O:19][C:7]([C:3]3[S:4][CH:5]=[CH:6][C:2]=3[Cl:1])=[N:9][N:10]=2)=[CH:17][CH:16]=1, predict the reactants needed to synthesize it. The reactants are: [Cl:1][C:2]1[CH:6]=[CH:5][S:4][C:3]=1[C:7]([NH:9][NH:10][C:11](=[O:19])[C:12]1[CH:17]=[CH:16][C:15]([Cl:18])=[CH:14][CH:13]=1)=O.S(Cl)(Cl)=O. (8) Given the product [ClH:30].[NH2:31][C:7]([CH2:21][CH2:22][O:23][C:24]1[CH:25]=[CH:26][C:27]([Cl:30])=[CH:28][CH:29]=1)([CH2:8][CH2:9][CH2:10][CH2:11][B:12]([OH:13])[OH:16])[C:6]([OH:45])=[O:5], predict the reactants needed to synthesize it. The reactants are: C([O:5][C:6](=[O:45])[C:7]([N:31]=C(C1C=CC=CC=1)C1C=CC=CC=1)([CH2:21][CH2:22][O:23][C:24]1[CH:29]=[CH:28][C:27]([Cl:30])=[CH:26][CH:25]=1)[CH2:8][CH2:9][CH2:10][CH2:11][B:12]1[O:16]C(C)(C)C(C)(C)[O:13]1)(C)(C)C. (9) Given the product [CH2:12]([C:7]1([CH2:14][CH3:15])[C:6]2[CH:16]=[C:2](/[C:25](/[CH2:26][CH3:27])=[CH:24]/[C:23]([NH2:29])=[O:28])[CH:3]=[CH:4][C:5]=2[NH:10][C:9](=[O:11])[O:8]1)[CH3:13], predict the reactants needed to synthesize it. The reactants are: Br[C:2]1[CH:3]=[CH:4][C:5]2[NH:10][C:9](=[O:11])[O:8][C:7]([CH2:14][CH3:15])([CH2:12][CH3:13])[C:6]=2[CH:16]=1.C(N)(=O)/C=C/C.[C:23]([NH2:29])(=[O:28])/[CH:24]=[CH:25]/[CH2:26][CH3:27]. (10) The reactants are: [CH3:1][C:2]1[CH:3]=[C:4]([CH2:9][C:10]([NH:12][C@@H:13]([CH2:17][C:18]2[CH:23]=[CH:22][CH:21]=[CH:20][CH:19]=2)[C:14](O)=[O:15])=[O:11])[CH:5]=[C:6]([CH3:8])[CH:7]=1.[N:24]1([CH2:30][CH2:31][O:32][C:33]2[CH:51]=[CH:50][C:36]3[N:37]4[CH:42]=[C:41]([C:43]5[CH:49]=[CH:48][C:46]([NH2:47])=[CH:45][CH:44]=5)[N:40]=[C:38]4[S:39][C:35]=3[CH:34]=2)[CH2:29][CH2:28][O:27][CH2:26][CH2:25]1.CN(C(ON1N=NC2C=CC=NC1=2)=[N+](C)C)C.F[P-](F)(F)(F)(F)F. Given the product [CH3:8][C:6]1[CH:5]=[C:4]([CH2:9][C:10]([NH:12][C@@H:13]([CH2:17][C:18]2[CH:19]=[CH:20][CH:21]=[CH:22][CH:23]=2)[C:14]([NH:47][C:46]2[CH:45]=[CH:44][C:43]([C:41]3[N:40]=[C:38]4[N:37]([CH:42]=3)[C:36]3[CH:50]=[CH:51][C:33]([O:32][CH2:31][CH2:30][N:24]5[CH2:25][CH2:26][O:27][CH2:28][CH2:29]5)=[CH:34][C:35]=3[S:39]4)=[CH:49][CH:48]=2)=[O:15])=[O:11])[CH:3]=[C:2]([CH3:1])[CH:7]=1, predict the reactants needed to synthesize it.